This data is from Reaction yield outcomes from USPTO patents with 853,638 reactions. The task is: Predict the reaction yield, written as a fraction of the theoretical maximum amount of product (1.0 means a 100% yield; for example, 0.34 means a 34% yield). (1) The reactants are [F:1][C:2]1[CH:9]=[CH:8][CH:7]=[C:6]([N:10]2[CH:14]=[C:13]([CH3:15])[N:12]=[CH:11]2)[C:3]=1[C:4]#[N:5].[CH3:16][N+:17]([CH3:19])=[CH2:18].[I-]. The catalyst is CN(C=O)C. The product is [CH3:16][N:17]([CH2:19][C:14]1[N:10]([C:6]2[CH:7]=[CH:8][CH:9]=[C:2]([F:1])[C:3]=2[C:4]#[N:5])[CH:11]=[N:12][C:13]=1[CH3:15])[CH3:18]. The yield is 0.460. (2) The reactants are [CH3:1][C:2]1[N:7]=[C:6](/[CH:8]=[CH:9]/[C:10]2[CH:15]=[CH:14][CH:13]=[C:12]([F:16])[CH:11]=2)[N:5]=[C:4](O)[CH:3]=1.O=P(Cl)(Cl)[Cl:20]. No catalyst specified. The product is [Cl:20][C:4]1[CH:3]=[C:2]([CH3:1])[N:7]=[C:6](/[CH:8]=[CH:9]/[C:10]2[CH:15]=[CH:14][CH:13]=[C:12]([F:16])[CH:11]=2)[N:5]=1. The yield is 0.860. (3) The reactants are [Cl:1][C:2]1[NH:6][C:5]2[CH:7]=[CH:8][CH:9]=[CH:10][C:4]=2[N:3]=1.[CH3:11][N:12]1[C:20]2[CH:19]=[CH:18][CH:17]=[CH:16][C:15]=2[C:14]2[CH2:21][N:22]([CH2:25][CH2:26][CH2:27][NH2:28])[CH2:23][CH2:24][C:13]1=2. The catalyst is C(Cl)(Cl)Cl.[Cu]. The product is [ClH:1].[ClH:1].[NH:3]1[C:4]2[CH:10]=[CH:9][CH:8]=[CH:7][C:5]=2[N:6]=[C:2]1[NH:28][CH2:27][CH2:26][CH2:25][N:22]1[CH2:23][CH2:24][C:13]2[N:12]([CH3:11])[C:20]3[CH:19]=[CH:18][CH:17]=[CH:16][C:15]=3[C:14]=2[CH2:21]1. The yield is 0.170. (4) The reactants are [Cl:1][C:2]1[N:7]=[C:6]([C:8]2[NH:9][C:10]3[C:15]([CH:16]=2)=[C:14]([F:17])[CH:13]=[CH:12][CH:11]=3)[C:5]([NH2:18])=[CH:4][CH:3]=1.[CH3:19][C:20]([CH3:22])=O.Cl. The catalyst is O1CCOCC1. The product is [Cl:1][C:2]1[CH:3]=[CH:4][C:5]2[NH:18][C:20]([CH3:22])([CH3:19])[N:9]3[C:10]4[CH:11]=[CH:12][CH:13]=[C:14]([F:17])[C:15]=4[CH:16]=[C:8]3[C:6]=2[N:7]=1. The yield is 0.670. (5) The reactants are [C:1]([O:5][C:6]([NH:8][CH:9]([CH2:21][C:22]1[C:30]2[C:25](=[CH:26][CH:27]=[CH:28][CH:29]=2)[NH:24][CH:23]=1)[C:10]([O:12][C@@H:13]1[CH:18]2[CH2:19][CH2:20][N:15]([CH2:16][CH2:17]2)[CH2:14]1)=[O:11])=[O:7])([CH3:4])([CH3:3])[CH3:2].[Br:31][CH2:32][C:33]([C:35]1[CH:40]=[CH:39][CH:38]=[CH:37][CH:36]=1)=[O:34]. The catalyst is CCOC(C)=O. The product is [Br-:31].[C:1]([O:5][C:6]([NH:8][CH:9]([CH2:21][C:22]1[C:30]2[C:25](=[CH:26][CH:27]=[CH:28][CH:29]=2)[NH:24][CH:23]=1)[C:10]([O:12][C@@H:13]1[CH:18]2[CH2:17][CH2:16][N+:15]([CH2:32][C:33](=[O:34])[C:35]3[CH:40]=[CH:39][CH:38]=[CH:37][CH:36]=3)([CH2:20][CH2:19]2)[CH2:14]1)=[O:11])=[O:7])([CH3:4])([CH3:2])[CH3:3]. The yield is 0.220. (6) The yield is 0.900. The catalyst is O. The reactants are [Cl-].O[NH3+:3].[C:4](=[O:7])([O-])[OH:5].[Na+].CS(C)=O.[CH2:13]([C:17]1[N:18]([CH2:36][C:37]2[CH:42]=[CH:41][C:40]([C:43]3[C:44]([C:49]#[N:50])=[CH:45][CH:46]=[CH:47][CH:48]=3)=[CH:39][CH:38]=2)[C:19](=[O:35])[C:20]([C:26]2[CH:31]=[CH:30][C:29]([O:32][CH2:33][CH3:34])=[CH:28][CH:27]=2)=[C:21]([CH:23]2[CH2:25][CH2:24]2)[N:22]=1)[CH2:14][CH2:15][CH3:16]. The product is [CH2:13]([C:17]1[N:18]([CH2:36][C:37]2[CH:38]=[CH:39][C:40]([C:43]3[CH:48]=[CH:47][CH:46]=[CH:45][C:44]=3[C:49]3[NH:3][C:4](=[O:7])[O:5][N:50]=3)=[CH:41][CH:42]=2)[C:19](=[O:35])[C:20]([C:26]2[CH:31]=[CH:30][C:29]([O:32][CH2:33][CH3:34])=[CH:28][CH:27]=2)=[C:21]([CH:23]2[CH2:24][CH2:25]2)[N:22]=1)[CH2:14][CH2:15][CH3:16].